Dataset: Full USPTO retrosynthesis dataset with 1.9M reactions from patents (1976-2016). Task: Predict the reactants needed to synthesize the given product. (1) Given the product [CH3:1][O:2][C:3]1[CH:4]=[C:5]2[C:9](=[CH:10][CH:11]=1)[N:8]([C:12]1[CH:17]=[CH:16][C:15]([O:18][CH2:23][CH2:24][CH2:25][N:26]3[CH2:30][CH2:29][CH2:28][CH2:27]3)=[CH:14][CH:13]=1)[C:7]([CH2:19][O:20][CH3:21])=[CH:6]2, predict the reactants needed to synthesize it. The reactants are: [CH3:1][O:2][C:3]1[CH:4]=[C:5]2[C:9](=[CH:10][CH:11]=1)[N:8]([C:12]1[CH:17]=[CH:16][C:15]([OH:18])=[CH:14][CH:13]=1)[C:7]([CH2:19][O:20][CH3:21])=[CH:6]2.Cl[CH2:23][CH2:24][CH2:25][N:26]1[CH2:30][CH2:29][CH2:28][CH2:27]1.[H-].[Na+].[I-].[Na+]. (2) Given the product [Br:18][C:19]1[C:20]([CH2:30][N:11]2[C:7](=[O:17])[C:8]3[C:9](=[CH:13][CH:14]=[CH:15][CH:16]=3)[C:10]2=[O:12])=[N:21][C:22]2[C:27]([CH:28]=1)=[CH:26][CH:25]=[CH:24][C:23]=2[F:29], predict the reactants needed to synthesize it. The reactants are: C(=O)([O-])[O-].[K+].[K+].[C:7]1(=[O:17])[NH:11][C:10](=[O:12])[C:9]2=[CH:13][CH:14]=[CH:15][CH:16]=[C:8]12.[Br:18][C:19]1[C:20]([CH2:30]Br)=[N:21][C:22]2[C:27]([CH:28]=1)=[CH:26][CH:25]=[CH:24][C:23]=2[F:29]. (3) Given the product [F:1][C:2]1[CH:3]=[C:4]2[C:9](=[CH:10][C:11]=1[F:12])[N:8]([C:23]1([CH3:22])[CH:21]([O:27][CH3:26])[CH2:20]1)[C:7](=[O:13])[NH:6][C:5]2=[O:16], predict the reactants needed to synthesize it. The reactants are: [F:1][C:2]1[CH:3]=[C:4]2[C:9](=[CH:10][C:11]=1[F:12])[NH:8][C:7](=[O:13])[N:6](OC)[C:5]2=[O:16].[H-].[Na+].Br[CH2:20][CH:21]1[CH2:23][CH2:22]1.CN(C)[CH:26]=[O:27]. (4) Given the product [ClH:14].[CH3:17][O:18][C:19](=[O:34])[CH:20]([NH:33][S:11]([C:2]1[CH:3]=[CH:4][C:5]2[C:10](=[CH:9][CH:8]=[CH:7][CH:6]=2)[CH:1]=1)(=[O:13])=[O:12])[CH2:21][C:22]1[CH:23]=[C:24]2[C:29](=[CH:30][CH:31]=1)[C:28]([NH2:32])=[N:27][CH:26]=[CH:25]2, predict the reactants needed to synthesize it. The reactants are: [CH:1]1[C:10]2[C:5](=[CH:6][CH:7]=[CH:8][CH:9]=2)[CH:4]=[CH:3][C:2]=1[S:11]([Cl:14])(=[O:13])=[O:12].Cl.Cl.[CH3:17][O:18][C:19](=[O:34])[CH:20]([NH2:33])[CH2:21][C:22]1[CH:23]=[C:24]2[C:29](=[CH:30][CH:31]=1)[C:28]([NH2:32])=[N:27][CH:26]=[CH:25]2.[OH-].[Na+].Cl. (5) Given the product [F:28][C:18]([F:17])([F:27])[C:19]1[N:20]=[C:21]([C:24]([NH:1][C@H:2]2[CH2:7][CH2:6][N:5]([C:8]([O:10][C:11]([CH3:12])([CH3:13])[CH3:14])=[O:9])[CH2:4][C@H:3]2[O:15][CH3:16])=[O:25])[NH:22][CH:23]=1, predict the reactants needed to synthesize it. The reactants are: [NH2:1][C@H:2]1[CH2:7][CH2:6][N:5]([C:8]([O:10][C:11]([CH3:14])([CH3:13])[CH3:12])=[O:9])[CH2:4][C@H:3]1[O:15][CH3:16].[F:17][C:18]([F:28])([F:27])[C:19]1[N:20]=[C:21]([C:24](O)=[O:25])[NH:22][CH:23]=1.CCN=C=NCCCN(C)C.Cl.C1C=CC2N(O)N=NC=2C=1. (6) Given the product [F:1][C:2]([F:17])([F:18])[CH2:3][CH2:4][CH:5]([NH:8][CH:9]([C:11]1[CH:12]=[CH:13][CH:14]=[CH:15][CH:16]=1)[CH3:10])[C:6]([NH2:7])=[O:20], predict the reactants needed to synthesize it. The reactants are: [F:1][C:2]([F:18])([F:17])[CH2:3][CH2:4][CH:5]([NH:8][CH:9]([C:11]1[CH:16]=[CH:15][CH:14]=[CH:13][CH:12]=1)[CH3:10])[C:6]#[N:7].S(=O)(=O)(O)[OH:20].N. (7) Given the product [Cl:14][C:15]1[CH:20]=[CH:19][C:18]([NH:21][C:22](=[O:29])[CH2:23][O:24][CH2:25][C:26]([NH:11][C:10]2[CH:9]=[CH:8][C:7]([CH:1]3[CH2:2][CH2:3][CH2:4][CH2:5][CH2:6]3)=[CH:13][CH:12]=2)=[O:27])=[C:17]([CH:16]=1)[C:30]([OH:32])=[O:31], predict the reactants needed to synthesize it. The reactants are: [CH:1]1([C:7]2[CH:13]=[CH:12][C:10]([NH2:11])=[CH:9][CH:8]=2)[CH2:6][CH2:5][CH2:4][CH2:3][CH2:2]1.[Cl:14][C:15]1[CH:20]=[CH:19][C:18]([NH:21][C:22](=[O:29])[CH2:23][O:24][CH2:25][C:26](O)=[O:27])=[C:17]([C:30]([O:32]C)=[O:31])[CH:16]=1.